From a dataset of Orexin1 receptor HTS with 218,158 compounds and 233 confirmed actives. Binary Classification. Given a drug SMILES string, predict its activity (active/inactive) in a high-throughput screening assay against a specified biological target. (1) The molecule is Clc1ccc(C(=O)NNC(=O)c2sc(SC)c3c2CCC=C3)cc1. The result is 0 (inactive). (2) The molecule is O=c1[nH]c(c2c(cc(cc2C)C)c1)C. The result is 0 (inactive). (3) The molecule is S(CC(=O)NC1CCCCC1)c1oc(nn1)COc1ccc(CC)cc1. The result is 0 (inactive). (4) The compound is OC(C1CCN(CC1)CCCC(O)c1ccc(C(C)(C)C(O)=O)cc1)(c1ccccc1)c1ccccc1. The result is 0 (inactive). (5) The result is 0 (inactive). The drug is O(\N=C\c1ccc(OC)cc1)CC(=O)/C(=c1\[nH]c2c([nH]1)cccc2)C#N.